This data is from Reaction yield outcomes from USPTO patents with 853,638 reactions. The task is: Predict the reaction yield, written as a fraction of the theoretical maximum amount of product (1.0 means a 100% yield; for example, 0.34 means a 34% yield). (1) The reactants are [CH3:1][C:2]1[N:7]=[CH:6][C:5]([NH:8][C:9]2[CH:17]=[CH:16][C:12]([C:13]([OH:15])=O)=[CH:11][N:10]=2)=[CH:4][CH:3]=1.S(Cl)(Cl)=O.[NH:22]1[CH2:27][CH2:26][CH2:25][CH2:24][CH2:23]1.C(N(CC)CC)C. The yield is 0.630. The catalyst is C(Cl)Cl.CC(OC)(C)C. The product is [CH3:1][C:2]1[N:7]=[CH:6][C:5]([NH:8][C:9]2[N:10]=[CH:11][C:12]([C:13]([N:22]3[CH2:27][CH2:26][CH2:25][CH2:24][CH2:23]3)=[O:15])=[CH:16][CH:17]=2)=[CH:4][CH:3]=1. (2) The reactants are Br[C:2]1[S:6][C:5]([S:7]([NH:10][C:11]([CH3:14])([CH3:13])[CH3:12])(=[O:9])=[O:8])=[N:4][CH:3]=1.[Cl-].[Li+].C[Sn](C)C.C[Sn](C)C.Cl[C:26]1[N:35]=[C:34]([NH:36][CH2:37][C:38]2[CH:43]=[CH:42][CH:41]=[CH:40][N:39]=2)[C:33]2[C:28](=[CH:29][CH:30]=[CH:31][C:32]=2[C:44]2[CH:49]=[CH:48][CH:47]=[CH:46][CH:45]=2)[N:27]=1. The catalyst is O1CCOCC1. The product is [C:11]([NH:10][S:7]([C:5]1[S:6][C:2]([C:26]2[N:35]=[C:34]([NH:36][CH2:37][C:38]3[CH:43]=[CH:42][CH:41]=[CH:40][N:39]=3)[C:33]3[C:28](=[CH:29][CH:30]=[CH:31][C:32]=3[C:44]3[CH:49]=[CH:48][CH:47]=[CH:46][CH:45]=3)[N:27]=2)=[CH:3][N:4]=1)(=[O:9])=[O:8])([CH3:14])([CH3:13])[CH3:12]. The yield is 0.0420. (3) The reactants are [Si:1]([O:8][C@H:9]1[CH2:13][CH2:12][NH:11][C:10]1=[O:14])([C:4]([CH3:7])([CH3:6])[CH3:5])([CH3:3])[CH3:2].[H-].[Na+].Br[CH2:18][C:19]1[CH:24]=[CH:23][C:22]([CH3:25])=[CH:21][CH:20]=1. The catalyst is C1COCC1. The product is [Si:1]([O:8][C@H:9]1[CH2:13][CH2:12][N:11]([CH2:18][C:19]2[CH:24]=[CH:23][C:22]([CH3:25])=[CH:21][CH:20]=2)[C:10]1=[O:14])([C:4]([CH3:7])([CH3:6])[CH3:5])([CH3:3])[CH3:2]. The yield is 0.880. (4) The reactants are [C:1]([C:5]1[N:9]([CH2:10][O:11][CH2:12][CH2:13][Si:14]([CH3:17])([CH3:16])[CH3:15])[CH:8]=[N:7][CH:6]=1)([CH3:4])([CH3:3])[CH3:2].[Li]CCCC.CN([CH:26]=[O:27])C. No catalyst specified. The product is [C:1]([C:5]1[N:9]([CH2:10][O:11][CH2:12][CH2:13][Si:14]([CH3:17])([CH3:16])[CH3:15])[C:8]([CH:26]=[O:27])=[N:7][CH:6]=1)([CH3:4])([CH3:2])[CH3:3]. The yield is 0.990. (5) The reactants are [Si:1]([O:8][C:9]1[CH:14]=[CH:13][C:12]([C:15]2[N:16]=[C:17]([C:22]3[CH:31]=[CH:30][C:29]4[C:24](=[CH:25][CH:26]=[CH:27][CH:28]=4)[CH:23]=3)[C:18]([NH2:21])=[N:19][CH:20]=2)=[CH:11][CH:10]=1)([C:4]([CH3:7])([CH3:6])[CH3:5])([CH3:3])[CH3:2].[Si:32]([O:39][C:40]1[CH:45]=[CH:44][C:43]([CH2:46][C:47](Cl)=[O:48])=[CH:42][CH:41]=1)([C:35]([CH3:38])([CH3:37])[CH3:36])([CH3:34])[CH3:33].O. The catalyst is CN(C)C1C=CN=CC=1.N1C=CC=CC=1. The product is [Si:32]([O:39][C:40]1[CH:41]=[CH:42][C:43]([CH2:46][C:47]([NH:21][C:18]2[C:17]([C:22]3[CH:31]=[CH:30][C:29]4[C:24](=[CH:25][CH:26]=[CH:27][CH:28]=4)[CH:23]=3)=[N:16][C:15]([C:12]3[CH:11]=[CH:10][C:9]([O:8][Si:1]([C:4]([CH3:7])([CH3:5])[CH3:6])([CH3:3])[CH3:2])=[CH:14][CH:13]=3)=[CH:20][N:19]=2)=[O:48])=[CH:44][CH:45]=1)([C:35]([CH3:38])([CH3:37])[CH3:36])([CH3:34])[CH3:33]. The yield is 0.582. (6) The yield is 0.290. The catalyst is CCOC(C)=O.[Pd+2]. The product is [F:15][C:4]1[CH:3]=[C:2]([C:21]2[CH:22]=[CH:23][CH:24]=[CH:25][C:20]=2[S:17]([CH3:16])(=[O:19])=[O:18])[CH:7]=[CH:6][C:5]=1[C:8]1[CH:9]=[CH:10][C:11]([NH2:14])=[N:12][CH:13]=1. The reactants are Cl[C:2]1[CH:7]=[CH:6][C:5]([C:8]2[CH:9]=[CH:10][C:11]([NH2:14])=[N:12][CH:13]=2)=[C:4]([F:15])[CH:3]=1.[CH3:16][S:17]([C:20]1[CH:25]=[CH:24][CH:23]=[CH:22][C:21]=1B(O)O)(=[O:19])=[O:18].C1COCC1.[O-]P([O-])([O-])=O.[K+].[K+].[K+]. (7) The reactants are [NH2:1][C:2]1[CH:22]=[CH:21][C:5]([CH2:6][N:7]2[CH2:11][CH2:10][N:9]([CH2:12][C:13]3[CH:18]=[CH:17][CH:16]=[CH:15][C:14]=3[CH3:19])[C:8]2=[O:20])=[CH:4][CH:3]=1.[C:23](Cl)(=[O:25])[CH3:24].C(N(CC)CC)C.C(=O)(O)[O-].[Na+]. The catalyst is O1CCCC1. The product is [CH3:19][C:14]1[CH:15]=[CH:16][CH:17]=[CH:18][C:13]=1[CH2:12][N:9]1[CH2:10][CH2:11][N:7]([CH2:6][C:5]2[CH:4]=[CH:3][C:2]([NH:1][C:23](=[O:25])[CH3:24])=[CH:22][CH:21]=2)[C:8]1=[O:20]. The yield is 0.820. (8) The reactants are C[O:2][C:3]([C:5]1[S:6][CH:7]=[C:8]([CH3:13])[C:9]=1[NH:10][CH:11]=O)=O.C([O-])=O.[NH4+].C([NH2:20])=O. No catalyst specified. The product is [CH3:13][C:8]1[C:9]2[N:10]=[CH:11][NH:20][C:3](=[O:2])[C:5]=2[S:6][CH:7]=1. The yield is 0.720. (9) The reactants are [Br:1][C:2]1[CH:14]=[CH:13][C:12]2[C:11]3[C:6](=[CH:7][CH:8]=[CH:9][CH:10]=3)[C:5]([CH3:16])([CH3:15])[C:4]=2[CH:3]=1.[C:17]1(=[O:27])[O:22][C:20](=[O:21])[C:19]2=[CH:23][CH:24]=[CH:25][CH:26]=[C:18]12.ClCCl.[Cl-].[Al+3].[Cl-].[Cl-]. The catalyst is O. The product is [Br:1][C:2]1[CH:3]=[C:4]2[C:12]([C:11]3[CH:10]=[CH:9][C:8]([C:17]([C:18]4[CH:26]=[CH:25][CH:24]=[CH:23][C:19]=4[C:20]([OH:22])=[O:21])=[O:27])=[CH:7][C:6]=3[C:5]2([CH3:16])[CH3:15])=[CH:13][CH:14]=1. The yield is 0.600.